Dataset: Catalyst prediction with 721,799 reactions and 888 catalyst types from USPTO. Task: Predict which catalyst facilitates the given reaction. (1) Reactant: [C:1](O[C:1](=[O:4])[CH2:2][CH3:3])(=[O:4])[CH2:2][CH3:3].[CH2:10]=[CH:11][CH2:12][CH:13]([NH2:17])[C:14]([OH:16])=[O:15].C([O-])([O-])=O.[K+].[K+].Cl. Product: [C:1]([NH:17][CH:13]([CH2:12][CH:11]=[CH2:10])[C:14]([OH:16])=[O:15])(=[O:4])[CH2:2][CH3:3]. The catalyst class is: 6. (2) Reactant: Cl[C:2]1[N:7]=[C:6]([NH:8][C@H:9]([C:11]2[CH:16]=[CH:15][C:14]([F:17])=[CH:13][CH:12]=2)[CH3:10])[CH:5]=[C:4]([O:18][CH2:19][CH:20]2[CH2:22][CH2:21]2)[CH:3]=1.[NH2:23][C:24]1[CH:29]=[N:28][CH:27]=[CH:26][N:25]=1.C1(P(C2CCCCC2)C2C=CC=CC=2C2C(C(C)C)=CC(C(C)C)=CC=2C(C)C)CCCCC1.CC(C)([O-])C.[Na+]. Product: [CH:20]1([CH2:19][O:18][C:4]2[CH:3]=[C:2]([NH:23][C:24]3[CH:29]=[N:28][CH:27]=[CH:26][N:25]=3)[N:7]=[C:6]([NH:8][C@H:9]([C:11]3[CH:16]=[CH:15][C:14]([F:17])=[CH:13][CH:12]=3)[CH3:10])[CH:5]=2)[CH2:22][CH2:21]1. The catalyst class is: 684. (3) Reactant: [BH4-].[Na+].[Cl-].[Ca+2].[Cl-].[Cl:6][C:7]1[CH:16]=[CH:15][C:14]([CH2:17][N:18]2[C:22]([CH3:23])=[C:21]([C:24]3[CH:29]=[CH:28][C:27]([C:30]#[N:31])=[CH:26][CH:25]=3)[C:20]([C:32]#[N:33])=[C:19]2[CH3:34])=[CH:13][C:8]=1[C:9](OC)=[O:10].C(O)(=O)CC(CC(O)=O)(C(O)=O)O. Product: [Cl:6][C:7]1[CH:16]=[CH:15][C:14]([CH2:17][N:18]2[C:22]([CH3:23])=[C:21]([C:24]3[CH:25]=[CH:26][C:27]([C:30]#[N:31])=[CH:28][CH:29]=3)[C:20]([C:32]#[N:33])=[C:19]2[CH3:34])=[CH:13][C:8]=1[CH2:9][OH:10]. The catalyst class is: 353. (4) Reactant: [Cl:1][C:2]1[CH:10]=[C:9]2[C:5]([C:6]([C:11](=[O:16])[C:12]([F:15])([F:14])[F:13])=[CH:7][NH:8]2)=[CH:4][CH:3]=1.[H-].[Na+].[CH3:19][O:20][C:21](=[O:24])[CH2:22]Br. Product: [CH3:19][O:20][C:21](=[O:24])[CH2:22][N:8]1[C:9]2[C:5](=[CH:4][CH:3]=[C:2]([Cl:1])[CH:10]=2)[C:6]([C:11](=[O:16])[C:12]([F:13])([F:14])[F:15])=[CH:7]1. The catalyst class is: 3. (5) Reactant: [I:1][C:2]1[CH:7]=[CH:6][C:5]([OH:8])=[CH:4][CH:3]=1.C([O-])([O-])=O.[K+].[K+].Br[CH2:16][CH:17]([Br:19])[CH3:18].O. Product: [Br:19][CH:17]([CH3:18])[CH2:16][O:8][C:5]1[CH:6]=[CH:7][C:2]([I:1])=[CH:3][CH:4]=1. The catalyst class is: 3. (6) Reactant: [Cl:1][C:2]1[C:11]([O:12]CC)=[N:10][C:9](N)=[C:8]2[C:3]=1[CH:4]=[CH:5][CH:6]=[N:7]2.N1C=CC=CC=1.[FH:22].N([O-])=O.[Na+].C([O-])(O)=O.[Na+].[Al+3].[Cl-].[Cl-].[Cl-]. Product: [Cl:1][C:2]1[C:11]([OH:12])=[N:10][C:9]([F:22])=[C:8]2[C:3]=1[CH:4]=[CH:5][CH:6]=[N:7]2. The catalyst class is: 6. (7) Reactant: [CH2:1]([N:8]1[CH:13]([CH2:14][O:15][CH3:16])[CH2:12][O:11][CH:10]([CH3:17])[C:9]1=[O:18])[C:2]1[CH:7]=[CH:6][CH:5]=[CH:4][CH:3]=1.[CH3:19][Si](C)(C)[N-][Si](C)(C)C.[Li+].[CH2:29](I)[CH:30]=C. Product: [CH2:17]([C:10]1([CH3:19])[O:11][CH2:12][CH:13]([CH2:14][O:15][CH3:16])[N:8]([CH2:1][C:2]2[CH:3]=[CH:4][CH:5]=[CH:6][CH:7]=2)[C:9]1=[O:18])[CH:29]=[CH2:30]. The catalyst class is: 7.